Dataset: Forward reaction prediction with 1.9M reactions from USPTO patents (1976-2016). Task: Predict the product of the given reaction. The product is: [C:8]1([C:14]2[S:15][CH:16]=[C:17]([C:19]([N:21]3[CH2:26][CH2:25][N:24]([C:37](=[O:38])[C:36]4[CH:40]=[CH:41][CH:42]=[C:34]([C:31]5[N:30]=[C:29]([C:28]([F:44])([F:43])[F:27])[O:33][N:32]=5)[CH:35]=4)[CH2:23][CH2:22]3)=[O:20])[N:18]=2)[CH:9]=[CH:10][CH:11]=[CH:12][CH:13]=1. Given the reactants OC(C(F)(F)F)=O.[C:8]1([C:14]2[S:15][CH:16]=[C:17]([C:19]([N:21]3[CH2:26][CH2:25][NH:24][CH2:23][CH2:22]3)=[O:20])[N:18]=2)[CH:13]=[CH:12][CH:11]=[CH:10][CH:9]=1.[F:27][C:28]([F:44])([F:43])[C:29]1[O:33][N:32]=[C:31]([C:34]2[CH:35]=[C:36]([CH:40]=[CH:41][CH:42]=2)[C:37](O)=[O:38])[N:30]=1, predict the reaction product.